From a dataset of Full USPTO retrosynthesis dataset with 1.9M reactions from patents (1976-2016). Predict the reactants needed to synthesize the given product. Given the product [F:1][C:2]1[CH:3]=[CH:4][C:5]([C:8]2[C:9](=[O:11])[NH:26][C:27]3[C:36](=[CH:35][CH:34]=[C:29]([C:30]([O:32][CH3:33])=[O:31])[CH:28]=3)[N:37]=2)=[CH:6][CH:7]=1, predict the reactants needed to synthesize it. The reactants are: [F:1][C:2]1[CH:7]=[CH:6][C:5]([C:8](=O)[C:9]([OH:11])=O)=[CH:4][CH:3]=1.C(N(CC)CC)C.ClC(OCC)=O.[NH2:26][C:27]1[CH:28]=[C:29]([CH:34]=[CH:35][C:36]=1[NH2:37])[C:30]([O:32][CH3:33])=[O:31].